Dataset: Peptide-MHC class I binding affinity with 185,985 pairs from IEDB/IMGT. Task: Regression. Given a peptide amino acid sequence and an MHC pseudo amino acid sequence, predict their binding affinity value. This is MHC class I binding data. (1) The peptide sequence is LAPGSGVPV. The MHC is H-2-Kb with pseudo-sequence H-2-Kb. The binding affinity (normalized) is 0.0729. (2) The peptide sequence is TAFTIPSI. The MHC is HLA-B08:01 with pseudo-sequence HLA-B08:01. The binding affinity (normalized) is 0.278. (3) The peptide sequence is KLFLESGAV. The binding affinity (normalized) is 0. The MHC is HLA-A03:01 with pseudo-sequence HLA-A03:01. (4) The peptide sequence is FSFKKCLVY. The MHC is HLA-A03:01 with pseudo-sequence HLA-A03:01. The binding affinity (normalized) is 0.678. (5) The peptide sequence is KLSDSKITV. The MHC is HLA-A02:12 with pseudo-sequence HLA-A02:12. The binding affinity (normalized) is 0.851. (6) The peptide sequence is GEISPLPSL. The MHC is HLA-B44:02 with pseudo-sequence HLA-B44:02. The binding affinity (normalized) is 0.670.